From a dataset of Reaction yield outcomes from USPTO patents with 853,638 reactions. Predict the reaction yield, written as a fraction of the theoretical maximum amount of product (1.0 means a 100% yield; for example, 0.34 means a 34% yield). The reactants are [CH3:1][O:2][C:3](=[O:11])[C:4]1[CH:9]=[CH:8][C:7]([NH2:10])=[N:6][CH:5]=1.[Cl:12][C:13]1[CH:14]=[N:15][CH:16]=[CH:17][C:18]=1[CH:19]=O.C([SiH](CC)CC)C.FC(F)(F)C(O)=O. The catalyst is C(#N)C. The product is [CH3:1][O:2][C:3](=[O:11])[C:4]1[CH:9]=[CH:8][C:7]([NH:10][CH2:19][C:18]2[CH:17]=[CH:16][N:15]=[CH:14][C:13]=2[Cl:12])=[N:6][CH:5]=1. The yield is 0.382.